From a dataset of Full USPTO retrosynthesis dataset with 1.9M reactions from patents (1976-2016). Predict the reactants needed to synthesize the given product. Given the product [CH:1]1([N:4]([CH2:18][C:19]2[O:23][C:22]([C:24]([N:39]3[CH2:38][CH2:37][N:36]([CH:33]4[CH2:34][CH2:35][N:30]([CH3:29])[CH2:31][CH2:32]4)[CH2:41][CH2:40]3)=[O:25])=[N:21][N:20]=2)[S:5]([C:8]2[C:13]([CH3:14])=[CH:12][C:11]([O:15][CH3:16])=[CH:10][C:9]=2[CH3:17])(=[O:6])=[O:7])[CH2:2][CH2:3]1, predict the reactants needed to synthesize it. The reactants are: [CH:1]1([N:4]([CH2:18][C:19]2[O:23][C:22]([C:24](OCC)=[O:25])=[N:21][N:20]=2)[S:5]([C:8]2[C:13]([CH3:14])=[CH:12][C:11]([O:15][CH3:16])=[CH:10][C:9]=2[CH3:17])(=[O:7])=[O:6])[CH2:3][CH2:2]1.[CH3:29][N:30]1[CH2:35][CH2:34][CH:33]([N:36]2[CH2:41][CH2:40][NH:39][CH2:38][CH2:37]2)[CH2:32][CH2:31]1.C[Al](C)C.